From a dataset of Forward reaction prediction with 1.9M reactions from USPTO patents (1976-2016). Predict the product of the given reaction. (1) The product is: [F:66][CH2:32][C:17]12[CH2:22][CH2:21][C:20]([N:23]([CH3:31])[C:24](=[O:30])[C:25]([N:27]([CH3:29])[CH3:28])=[O:26])([C:14]3[N:15]([C:44](=[O:47])[C:45]([OH:46])=[C:12]([C:10]([NH:9][CH2:8][C:5]4[CH:6]=[CH:7][C:2]([F:1])=[C:3]([CH3:48])[CH:4]=4)=[O:11])[N:13]=3)[CH2:16]1)[CH2:19][CH2:18]2. Given the reactants [F:1][C:2]1[CH:7]=[CH:6][C:5]([CH2:8][NH:9][C:10]([C:12]2[N:13]=[C:14]3[C:20]4([N:23]([CH3:31])[C:24](=[O:30])[C:25]([N:27]([CH3:29])[CH3:28])=[O:26])[CH2:21][CH2:22][C:17]([CH2:32]OS(C5C=CC(C)=CC=5)(=O)=O)([CH2:18][CH2:19]4)[CH2:16][N:15]3[C:44](=[O:47])[C:45]=2[OH:46])=[O:11])=[CH:4][C:3]=1[CH3:48].CCCC[N+](CCCC)(CCCC)CCCC.[F-:66].C1COCC1, predict the reaction product. (2) Given the reactants N[C:2]1[CH:3]=[C:4]([CH:21]=[CH:22][CH:23]=1)[CH2:5][N:6]1[C:10]2=[N:11][C:12]([NH2:20])=[N:13][C:14]([C:15]3[O:16][CH:17]=[CH:18][CH:19]=3)=[C:9]2[CH:8]=[N:7]1.[S:24]1[CH:28]=[CH:27][CH:26]=[C:25]1[S:29](Cl)(=[O:31])=[O:30].O.[N:34]1C=CC=CC=1, predict the reaction product. The product is: [NH2:20][C:12]1[N:11]=[C:10]2[N:6]([CH2:5][C:4]3[CH:3]=[C:2]([C:26]4[CH:27]=[CH:28][S:24][C:25]=4[S:29]([NH2:34])(=[O:31])=[O:30])[CH:23]=[CH:22][CH:21]=3)[N:7]=[CH:8][C:9]2=[C:14]([C:15]2[O:16][CH:17]=[CH:18][CH:19]=2)[N:13]=1. (3) Given the reactants [C:1]([C:3]1[C:8]2[N:9]([CH2:12][C:13]([OH:15])=O)[CH:10]=[N:11][C:7]=2[CH:6]=[CH:5][CH:4]=1)#[N:2].[NH2:16][CH:17]([C:19]1[CH:24]=[CH:23][C:22]([C:25]([CH3:29])([CH3:28])[C:26]#[N:27])=[C:21]([CH3:30])[CH:20]=1)[CH3:18].CN(C(ON1N=NC2C=CC=NC1=2)=[N+](C)C)C.F[P-](F)(F)(F)(F)F, predict the reaction product. The product is: [C:1]([C:3]1[C:8]2[N:9]([CH2:12][C:13]([NH:16][CH:17]([C:19]3[CH:24]=[CH:23][C:22]([C:25]([C:26]#[N:27])([CH3:29])[CH3:28])=[C:21]([CH3:30])[CH:20]=3)[CH3:18])=[O:15])[CH:10]=[N:11][C:7]=2[CH:6]=[CH:5][CH:4]=1)#[N:2]. (4) Given the reactants [Br:1][C:2]1[CH:7]=[CH:6][C:5](/[C:8](=[N:22]\[O:23][CH2:24][CH3:25])/[CH:9]2[CH2:14][CH2:13][N:12]([C:15]3([CH3:21])[CH2:20][CH2:19][NH:18][CH2:17][CH2:16]3)[CH2:11][CH2:10]2)=[CH:4][CH:3]=1.CCN(CC)CC.[N:33]1[C:42]2[C:37](=[CH:38][CH:39]=[CH:40][C:41]=2[S:43](Cl)(=[O:45])=[O:44])[CH:36]=[CH:35][CH:34]=1, predict the reaction product. The product is: [Br:1][C:2]1[CH:7]=[CH:6][C:5](/[C:8](=[N:22]\[O:23][CH2:24][CH3:25])/[CH:9]2[CH2:10][CH2:11][N:12]([C:15]3([CH3:21])[CH2:20][CH2:19][N:18]([S:43]([C:41]4[CH:40]=[CH:39][CH:38]=[C:37]5[C:42]=4[N:33]=[CH:34][CH:35]=[CH:36]5)(=[O:44])=[O:45])[CH2:17][CH2:16]3)[CH2:13][CH2:14]2)=[CH:4][CH:3]=1. (5) Given the reactants [Cl:1][C:2]1[C:3]([NH:27][C@@H:28]2[CH2:33][CH2:32][CH2:31][CH2:30][C@H:29]2[NH:34][S:35]([CH3:38])(=[O:37])=[O:36])=[N:4][C:5]([NH:8][C:9]2[CH:10]=[CH:11][C:12]3[CH2:18][N:17]([CH2:19][CH2:20][O:21]C(=O)C)[CH2:16][CH2:15][N:14]([CH3:25])[C:13]=3[CH:26]=2)=[N:6][CH:7]=1.O1CCOCC1.[Li+].[OH-].N, predict the reaction product. The product is: [Cl:1][C:2]1[C:3]([NH:27][C@@H:28]2[CH2:33][CH2:32][CH2:31][CH2:30][C@H:29]2[NH:34][S:35]([CH3:38])(=[O:36])=[O:37])=[N:4][C:5]([NH:8][C:9]2[CH:10]=[CH:11][C:12]3[CH2:18][N:17]([CH2:19][CH2:20][OH:21])[CH2:16][CH2:15][N:14]([CH3:25])[C:13]=3[CH:26]=2)=[N:6][CH:7]=1.